This data is from Full USPTO retrosynthesis dataset with 1.9M reactions from patents (1976-2016). The task is: Predict the reactants needed to synthesize the given product. Given the product [NH2:6][C:5]1[CH:10]=[CH:11][C:2]([Br:1])=[CH:3][C:4]=1[SH:8], predict the reactants needed to synthesize it. The reactants are: [Br:1][C:2]1[CH:11]=[CH:10][C:5]2[N:6]=C(N)[S:8][C:4]=2[CH:3]=1.[OH-].[K+].